This data is from Reaction yield outcomes from USPTO patents with 853,638 reactions. The task is: Predict the reaction yield, written as a fraction of the theoretical maximum amount of product (1.0 means a 100% yield; for example, 0.34 means a 34% yield). (1) The reactants are C1C2C(COC([NH:18][C@H:19]([C:28]([N:30]([C@@H:42]([CH3:50])[CH:43]([O:47][CH2:48][CH3:49])[O:44][CH2:45][CH3:46])[CH2:31][C:32]3[CH:33]=[CH:34][CH:35]=[C:36]4[C:41]=3[N:40]=[CH:39][CH:38]=[CH:37]4)=[O:29])[CH2:20][C:21]([O:23][C:24]([CH3:27])([CH3:26])[CH3:25])=[O:22])=O)C3C(=CC=CC=3)C=2C=CC=1.N1CCCCC1.CC(=O)OCC.CO. The catalyst is C(Cl)Cl. The product is [NH2:18][C@H:19]([C:28]([N:30]([C@@H:42]([CH3:50])[CH:43]([O:47][CH2:48][CH3:49])[O:44][CH2:45][CH3:46])[CH2:31][C:32]1[CH:33]=[CH:34][CH:35]=[C:36]2[C:41]=1[N:40]=[CH:39][CH:38]=[CH:37]2)=[O:29])[CH2:20][C:21]([O:23][C:24]([CH3:25])([CH3:27])[CH3:26])=[O:22]. The yield is 0.850. (2) The reactants are [CH:1](=[NH:3])[NH2:2].CO[Na].[Cl:7][CH:8]([C:14](=O)[CH:15]([F:17])[F:16])[C:9](OCC)=[O:10]. The catalyst is CO. The product is [OH:10][C:9]1[C:8]([Cl:7])=[C:14]([CH:15]([F:17])[F:16])[N:2]=[CH:1][N:3]=1. The yield is 0.730.